From a dataset of Reaction yield outcomes from USPTO patents with 853,638 reactions. Predict the reaction yield, written as a fraction of the theoretical maximum amount of product (1.0 means a 100% yield; for example, 0.34 means a 34% yield). (1) The reactants are [F:1][C:2]1[CH:3]=[C:4]([CH:43]=[C:44]([F:46])[CH:45]=1)[CH2:5][N:6]1[CH:10]=[C:9]([C:11]2[C:19]3[C:14](=[N:15][CH:16]=[C:17]([C:20]4[CH:25]=[CH:24][C:23]([NH:26][S:27]([CH3:30])(=[O:29])=[O:28])=[C:22]([O:31][CH3:32])[CH:21]=4)[CH:18]=3)[N:13](S(C3C=CC(C)=CC=3)(=O)=O)[CH:12]=2)[CH:8]=[N:7]1.[OH-].[Li+]. The catalyst is C1COCC1.CO.O. The product is [F:46][C:44]1[CH:43]=[C:4]([CH:3]=[C:2]([F:1])[CH:45]=1)[CH2:5][N:6]1[CH:10]=[C:9]([C:11]2[C:19]3[C:14](=[N:15][CH:16]=[C:17]([C:20]4[CH:25]=[CH:24][C:23]([NH:26][S:27]([CH3:30])(=[O:29])=[O:28])=[C:22]([O:31][CH3:32])[CH:21]=4)[CH:18]=3)[NH:13][CH:12]=2)[CH:8]=[N:7]1. The yield is 0.521. (2) The reactants are [NH2:1][C:2]1[CH:3]=[C:4]([C:9]2[C:17]3[C:16]([NH:18][C@H:19]([C:21]4[N:26]([C:27]5[CH:32]=[CH:31][CH:30]=[CH:29][CH:28]=5)[C:25](=[O:33])[C:24]5=[C:34]([CH3:37])[CH:35]=[CH:36][N:23]5[N:22]=4)[CH3:20])=[N:15][CH:14]=[N:13][C:12]=3[N:11]([CH2:38][O:39][CH2:40][CH2:41][Si:42]([CH3:45])([CH3:44])[CH3:43])[CH:10]=2)[CH:5]=[C:6]([OH:8])[CH:7]=1.[N-:46]=[C:47]=[O:48].[K+]. The catalyst is O.C(O)(=O)C. The product is [OH:8][C:6]1[CH:7]=[C:2]([NH:1][C:47]([NH2:46])=[O:48])[CH:3]=[C:4]([C:9]2[C:17]3[C:16]([NH:18][C@H:19]([C:21]4[N:26]([C:27]5[CH:32]=[CH:31][CH:30]=[CH:29][CH:28]=5)[C:25](=[O:33])[C:24]5=[C:34]([CH3:37])[CH:35]=[CH:36][N:23]5[N:22]=4)[CH3:20])=[N:15][CH:14]=[N:13][C:12]=3[N:11]([CH2:38][O:39][CH2:40][CH2:41][Si:42]([CH3:43])([CH3:45])[CH3:44])[CH:10]=2)[CH:5]=1. The yield is 0.330. (3) The reactants are C(Cl)(Cl)(Cl)Cl.O=[C:7]1[CH2:10][CH:9]([S:11]([O:14][CH2:15][CH2:16][CH2:17][CH3:18])(=[O:13])=[O:12])[CH2:8]1.[C:19]([O:27][CH2:28][CH3:29])(=[O:26])[CH2:20][C:21]([O:23][CH2:24][CH3:25])=[O:22].N1C=CC=CC=1. The catalyst is C1COCC1.CCCCCC.Cl[Ti](Cl)(Cl)Cl.C(OCC)(=O)C. The product is [CH2:15]([O:14][S:11]([CH:9]1[CH2:10][C:7](=[C:20]([C:21]([O:23][CH2:24][CH3:25])=[O:22])[C:19]([O:27][CH2:28][CH3:29])=[O:26])[CH2:8]1)(=[O:13])=[O:12])[CH2:16][CH2:17][CH3:18]. The yield is 0.250. (4) The reactants are Cl[C:2]1[C:3]2[CH2:12][O:11][CH2:10][C:4]=2[N:5]=[C:6]([S:8][CH3:9])[N:7]=1.[CH3:13][O:14][C:15]1[CH:16]=[C:17]([CH:19]=[C:20]([O:22][CH3:23])[CH:21]=1)[NH2:18]. The catalyst is C(O)(C)C. The product is [CH3:23][O:22][C:20]1[CH:19]=[C:17]([NH:18][C:2]2[C:3]3[CH2:12][O:11][CH2:10][C:4]=3[N:5]=[C:6]([S:8][CH3:9])[N:7]=2)[CH:16]=[C:15]([O:14][CH3:13])[CH:21]=1. The yield is 0.150. (5) The reactants are [N:1]1[CH:6]=[CH:5][CH:4]=[CH:3][C:2]=1[CH2:7][NH:8][CH2:9][C:10]1[CH:15]=[CH:14][C:13](/[CH:16]=[CH:17]/[CH:18]([C:23]2[CH:28]=[C:27]([Cl:29])[C:26]([Cl:30])=[C:25]([Cl:31])[CH:24]=2)[C:19]([F:22])([F:21])[F:20])=[CH:12][C:11]=1[C:32]([F:35])([F:34])[F:33].[CH:36]1([C:39](Cl)=[O:40])[CH2:38][CH2:37]1. The catalyst is C(Cl)Cl. The product is [N:1]1[CH:6]=[CH:5][CH:4]=[CH:3][C:2]=1[CH2:7][N:8]([CH2:9][C:10]1[CH:15]=[CH:14][C:13](/[CH:16]=[CH:17]/[CH:18]([C:23]2[CH:28]=[C:27]([Cl:29])[C:26]([Cl:30])=[C:25]([Cl:31])[CH:24]=2)[C:19]([F:22])([F:21])[F:20])=[CH:12][C:11]=1[C:32]([F:35])([F:34])[F:33])[C:39]([CH:36]1[CH2:38][CH2:37]1)=[O:40]. The yield is 0.500. (6) The reactants are [C:1]([C:3]1[C:4]([CH3:15])=[N:5][S:6][C:7]=1[NH:8][C:9](=[O:14])[CH2:10][CH:11]([CH3:13])[CH3:12])#[N:2].[OH:16]O.Cl. The catalyst is [NH4+].[OH-]. The product is [CH3:15][C:4]1[C:3]([C:1]([NH2:2])=[O:16])=[C:7]([NH:8][C:9](=[O:14])[CH2:10][CH:11]([CH3:13])[CH3:12])[S:6][N:5]=1. The yield is 0.460. (7) No catalyst specified. The yield is 0.520. The product is [F:1][C:2]1[CH:3]=[C:4]([CH:5]=[C:6]([O:8][CH3:9])[CH:7]=1)[CH:14]=[C:15]1[C:16]2[CH:29]=[CH:28][CH:27]=[CH:26][C:17]=2[CH2:18][CH2:19][C:20]2[CH:25]=[CH:24][CH:23]=[CH:22][C:21]1=2. The reactants are [F:1][C:2]1[CH:3]=[C:4](B(O)O)[CH:5]=[C:6]([O:8][CH3:9])[CH:7]=1.Br[CH:14]=[C:15]1[C:21]2[CH:22]=[CH:23][CH:24]=[CH:25][C:20]=2[CH2:19][CH2:18][C:17]2[CH:26]=[CH:27][CH:28]=[CH:29][C:16]1=2.